This data is from Full USPTO retrosynthesis dataset with 1.9M reactions from patents (1976-2016). The task is: Predict the reactants needed to synthesize the given product. (1) Given the product [Cl:4][C:21]1[C:20]([I:24])=[CH:19][N:18]=[C:17]([N:16]=[CH:11][N:10]([CH:13]([CH3:15])[CH3:14])[CH:7]([CH3:9])[CH3:8])[N:22]=1, predict the reactants needed to synthesize it. The reactants are: C(Cl)(=O)C([Cl:4])=O.[CH:7]([N:10]([CH:13]([CH3:15])[CH3:14])[CH:11]=O)([CH3:9])[CH3:8].[NH2:16][C:17]1[N:22]=[C:21](O)[C:20]([I:24])=[CH:19][N:18]=1. (2) Given the product [CH2:1]([C:5]1[CH:13]=[CH:12][C:8]2[NH:9][N:10]=[N:11][C:7]=2[CH:6]=1)[CH2:2][CH2:3][CH3:4].[Ag:20], predict the reactants needed to synthesize it. The reactants are: [CH2:1]([C:5]1[CH:13]=[CH:12][C:8]2[NH:9][N:10]=[N:11][C:7]=2[CH:6]=1)[CH2:2][CH2:3][CH3:4].[OH-].[Na+].[N+]([O-])([O-])=O.[Ag+:20].